From a dataset of Full USPTO retrosynthesis dataset with 1.9M reactions from patents (1976-2016). Predict the reactants needed to synthesize the given product. (1) Given the product [Cl:15][C:16]1[CH:17]=[C:18]([S:23]([N:11]2[CH2:12][CH2:13][N:8]([C:3]3[CH:4]=[CH:5][CH:6]=[CH:7][C:2]=3[F:1])[CH2:9][CH2:10]2)(=[O:24])=[O:25])[CH:19]=[CH:20][C:21]=1[Cl:22], predict the reactants needed to synthesize it. The reactants are: [F:1][C:2]1[CH:7]=[CH:6][CH:5]=[CH:4][C:3]=1[N:8]1[CH2:13][CH2:12][NH:11][CH2:10][CH2:9]1.Cl.[Cl:15][C:16]1[CH:17]=[C:18]([S:23](Cl)(=[O:25])=[O:24])[CH:19]=[CH:20][C:21]=1[Cl:22].C(N(C(C)C)CC)(C)C. (2) Given the product [C:16]1([CH3:19])[CH:15]=[CH:14][C:13]([O:12][CH2:11][CH2:10][CH2:9][CH2:8][CH2:7][CH2:6][CH2:5][CH2:4][NH2:1])=[CH:18][CH:17]=1, predict the reactants needed to synthesize it. The reactants are: [N:1]([CH2:4][CH2:5][CH2:6][CH2:7][CH2:8][CH2:9][CH2:10][CH2:11][O:12][C:13]1[CH:18]=[CH:17][C:16]([CH3:19])=[CH:15][CH:14]=1)=[N+]=[N-].C(OCCCCCCCCCCN)CCC. (3) Given the product [Cl:34][C:35]1[CH:36]=[C:37]([NH:38][C:31]([C:29]2[N:28]=[CH:27][N:26]([CH3:25])[CH:30]=2)=[O:33])[CH:39]=[CH:40][CH:41]=1, predict the reactants needed to synthesize it. The reactants are: F[P-](F)(F)(F)(F)F.N1(OC(N(C)C)=[N+](C)C)C2N=CC=CC=2N=N1.[CH3:25][N:26]1[CH:30]=[C:29]([C:31]([OH:33])=O)[N:28]=[CH:27]1.[Cl:34][C:35]1[CH:36]=[C:37]([CH:39]=[CH:40][CH:41]=1)[NH2:38].C(N(CC)CC)C. (4) The reactants are: C(N(CC)CC)C.[Cl:8][C:9]1[CH:14]=[CH:13][C:12]([N:15]=[C:16]=[S:17])=[CH:11][CH:10]=1.Cl.[C:19]([C:21]1([C:27]2[CH:32]=[CH:31][CH:30]=[CH:29][CH:28]=2)[CH2:26][CH2:25][NH:24][CH2:23][CH2:22]1)#[N:20]. Given the product [Cl:8][C:9]1[CH:14]=[CH:13][C:12]([NH:15][C:16]([N:24]2[CH2:25][CH2:26][C:21]([C:19]#[N:20])([C:27]3[CH:28]=[CH:29][CH:30]=[CH:31][CH:32]=3)[CH2:22][CH2:23]2)=[S:17])=[CH:11][CH:10]=1, predict the reactants needed to synthesize it. (5) Given the product [Cl:1][C:2]1[CH:3]=[CH:4][C:5]([NH:8][C:9](=[O:41])[O:10][CH2:11][C@@H:12]([N:27]([CH3:40])[C:28]([NH:30][CH2:31][C:32]2[CH:37]=[CH:36][CH:35]=[C:34]([F:38])[C:33]=2[Cl:39])=[O:29])[CH2:13][CH2:14][CH2:15][NH2:16])=[N:6][CH:7]=1, predict the reactants needed to synthesize it. The reactants are: [Cl:1][C:2]1[CH:3]=[CH:4][C:5]([NH:8][C:9](=[O:41])[O:10][CH2:11][C@@H:12]([N:27]([CH3:40])[C:28]([NH:30][CH2:31][C:32]2[CH:37]=[CH:36][CH:35]=[C:34]([F:38])[C:33]=2[Cl:39])=[O:29])[CH2:13][CH2:14][CH2:15][N:16]2C(=O)C3C(=CC=CC=3)C2=O)=[N:6][CH:7]=1.NN. (6) Given the product [CH3:17][O:18][C:19]1[CH:20]=[C:21]([NH:2][C:1]2[N:10]=[CH:9][N:8]=[C:7]3[NH:6][N:5]=[C:4]([O:13][CH2:14][CH2:15][OH:16])[C:3]=23)[CH:23]=[CH:24][C:25]=1[O:26][CH2:27][C:28]1[CH:33]=[CH:32][CH:31]=[CH:30][N:29]=1, predict the reactants needed to synthesize it. The reactants are: [C:1]([C:3]1[C:4]([O:13][CH2:14][CH2:15][OH:16])=[N:5][NH:6][C:7]=1[N:8]=[CH:9][N:10](C)C)#[N:2].[CH3:17][O:18][C:19]1[CH:20]=[C:21]([CH:23]=[CH:24][C:25]=1[O:26][CH2:27][C:28]1[CH:33]=[CH:32][CH:31]=[CH:30][N:29]=1)N. (7) The reactants are: [CH2:1]([O:3][C:4]([C:6]1[CH:7]=N[CH:9]=[C:10](B2OC(C)(C)C(C)(C)O2)[CH:11]=1)=[O:5])[CH3:2].Br[C:22]1[CH:23]=[N:24][C:25]([N:28]2[CH2:33][CH2:32][CH:31]([OH:34])[CH2:30][CH2:29]2)=[N:26][CH:27]=1.[CH:35]1(P(C2CCCCC2)C2CCCCC2)CCCCC1.P([O-])([O-])([O-])=O.[K+].[K+].[K+]. Given the product [OH:34][CH:31]1[CH2:32][CH2:33][N:28]([C:25]2[N:24]=[CH:23][C:22]([C:35]3[CH:7]=[C:6]([CH:11]=[CH:10][CH:9]=3)[C:4]([O:3][CH2:1][CH3:2])=[O:5])=[CH:27][N:26]=2)[CH2:29][CH2:30]1, predict the reactants needed to synthesize it. (8) Given the product [CH3:1][O:2][C:3]1[CH:11]=[C:10]2[C:6]([CH:7]=[N:8][NH:9]2)=[CH:5][C:4]=1[NH:12][C:13]1[C:14]2[C:21]3[CH2:22][CH2:23][C:24]([CH3:29])([C:26]([N:32]([CH3:33])[CH3:30])=[O:28])[CH2:25][C:20]=3[S:19][C:15]=2[N:16]=[CH:17][N:18]=1, predict the reactants needed to synthesize it. The reactants are: [CH3:1][O:2][C:3]1[CH:11]=[C:10]2[C:6]([CH:7]=[N:8][NH:9]2)=[CH:5][C:4]=1[NH:12][C:13]1[C:14]2[C:21]3[CH2:22][CH2:23][C:24]([CH3:29])([C:26]([OH:28])=O)[CH2:25][C:20]=3[S:19][C:15]=2[N:16]=[CH:17][N:18]=1.[CH2:30]([N:32](C(C)C)[CH:33](C)C)C.CNC.C(P1(=O)OP(=O)(CCC)OP(=O)(CCC)O1)CC. (9) Given the product [F:12][C:13]([F:20])([F:19])[C:14]([NH:11][CH2:10][CH2:9][NH:8][C:1](=[O:2])[O:3][C:4]([CH3:5])([CH3:6])[CH3:7])=[O:15], predict the reactants needed to synthesize it. The reactants are: [C:1]([NH:8][CH2:9][CH2:10][NH2:11])([O:3][C:4]([CH3:7])([CH3:6])[CH3:5])=[O:2].[F:12][C:13]([F:20])([F:19])[C:14](OCC)=[O:15].